From a dataset of NCI-60 drug combinations with 297,098 pairs across 59 cell lines. Regression. Given two drug SMILES strings and cell line genomic features, predict the synergy score measuring deviation from expected non-interaction effect. (1) Drug 1: COC1=NC(=NC2=C1N=CN2C3C(C(C(O3)CO)O)O)N. Drug 2: C1C(C(OC1N2C=NC(=NC2=O)N)CO)O. Cell line: COLO 205. Synergy scores: CSS=35.0, Synergy_ZIP=6.69, Synergy_Bliss=5.94, Synergy_Loewe=8.35, Synergy_HSA=10.6. (2) Drug 1: COC1=C(C=C2C(=C1)N=CN=C2NC3=CC(=C(C=C3)F)Cl)OCCCN4CCOCC4. Drug 2: CC1=C(C=C(C=C1)NC(=O)C2=CC=C(C=C2)CN3CCN(CC3)C)NC4=NC=CC(=N4)C5=CN=CC=C5. Cell line: HOP-62. Synergy scores: CSS=1.95, Synergy_ZIP=-3.46, Synergy_Bliss=-6.89, Synergy_Loewe=-5.35, Synergy_HSA=-3.91. (3) Drug 1: C1=NC2=C(N1)C(=S)N=C(N2)N. Drug 2: C1=NC2=C(N=C(N=C2N1C3C(C(C(O3)CO)O)O)F)N. Cell line: 786-0. Synergy scores: CSS=36.9, Synergy_ZIP=-0.953, Synergy_Bliss=3.18, Synergy_Loewe=-9.17, Synergy_HSA=2.06.